The task is: Predict the reaction yield, written as a fraction of the theoretical maximum amount of product (1.0 means a 100% yield; for example, 0.34 means a 34% yield).. This data is from Reaction yield outcomes from USPTO patents with 853,638 reactions. (1) The reactants are [CH2:1]([C@H:3]1[N:12]([C:13](=[O:22])[C:14]2[CH:19]=[CH:18][C:17]([O:20][CH3:21])=[CH:16][CH:15]=2)[C:11]2[C:6](=[CH:7][CH:8]=[C:9]([F:23])[CH:10]=2)[NH:5][C:4]1=[O:24])[CH3:2].[CH2:25](Br)[CH:26]=[CH2:27].C([C@H]1N(C(=O)C2C=CC(OC)=CC=2)C2C(=CC(F)=CC=2)N(C)C1=O)C. No catalyst specified. The product is [CH2:27]([N:5]1[C:6]2[C:11](=[CH:10][C:9]([F:23])=[CH:8][CH:7]=2)[N:12]([C:13](=[O:22])[C:14]2[CH:19]=[CH:18][C:17]([O:20][CH3:21])=[CH:16][CH:15]=2)[C@H:3]([CH2:1][CH3:2])[C:4]1=[O:24])[CH:26]=[CH2:25]. The yield is 0.810. (2) The reactants are [F:1][CH:2]([F:23])[O:3][C:4]1[C:5]([OH:22])=[C:6]([C:12]2[CH:20]=[CH:19][CH:18]=[C:17]3[C:13]=2[CH2:14][CH2:15][C:16]3=[O:21])[CH:7]=[CH:8][C:9]=1[O:10][CH3:11].C(=O)([O-])[O-].[K+].[K+].[CH2:30](Br)[CH2:31][CH3:32]. The catalyst is C(#N)C. The product is [F:1][CH:2]([F:23])[O:3][C:4]1[C:5]([O:22][CH2:30][CH2:31][CH3:32])=[C:6]([C:12]2[CH:20]=[CH:19][CH:18]=[C:17]3[C:13]=2[CH2:14][CH2:15][C:16]3=[O:21])[CH:7]=[CH:8][C:9]=1[O:10][CH3:11]. The yield is 0.220. (3) The reactants are [CH2:1]1OCCOCCOCCOCCOCC[O:3][CH2:2]1.COC(CP(=O)(OCC(F)(F)F)OCC(F)(F)F)=O.C[Si]([N-][Si](C)(C)C)(C)C.[K+].[Cl:48][C:49]1[CH:54]=[CH:53][CH:52]=[CH:51][C:50]=1[NH:55][C:56]1[C:61]([CH:62]=O)=[C:60]([O:64][C:65]2[CH:70]=[CH:69][CH:68]=[CH:67][CH:66]=2)[N:59]=[C:58]([S:71][CH3:72])[N:57]=1.[NH4+].[Cl-]. The catalyst is C1(C)C=CC=CC=1.C1COCC1.CCOCC. The product is [Cl:48][C:49]1[CH:54]=[CH:53][CH:52]=[CH:51][C:50]=1[N:55]1[C:56]2[N:57]=[C:58]([S:71][CH3:72])[N:59]=[C:60]([O:64][C:65]3[CH:66]=[CH:67][CH:68]=[CH:69][CH:70]=3)[C:61]=2[CH:62]=[CH:1][C:2]1=[O:3]. The yield is 0.910. (4) The reactants are [C:1]([O:5][C:6]([N:8]1[CH2:13][CH2:12][C:11](=O)[CH2:10][CH2:9]1)=[O:7])([CH3:4])([CH3:3])[CH3:2].[NH:15]1[CH2:20][CH2:19]OCC1.CC[N:23](CC)CC.[Cl:28][C:29]1[CH:37]=[CH:36]C(C(Cl)=O)=[CH:31][C:30]=1[CH3:38]. The catalyst is C1C=CC=CC=1.C(Cl)Cl.C1(C)C=CC(S(O)(=O)=O)=CC=1.CCOCC.O. The product is [C:1]([O:5][C:6]([N:8]1[CH2:13][CH2:12][C:11]2[NH:23][N:15]=[C:20]([C:19]3[CH:36]=[CH:37][C:29]([Cl:28])=[C:30]([CH3:38])[CH:31]=3)[C:10]=2[CH2:9]1)=[O:7])([CH3:4])([CH3:3])[CH3:2]. The yield is 0.520.